From a dataset of Catalyst prediction with 721,799 reactions and 888 catalyst types from USPTO. Predict which catalyst facilitates the given reaction. (1) Reactant: [C:1]12(CN)[CH2:10][CH:5]3[CH2:6][CH:7]([CH2:9][CH:3]([CH2:4]3)[CH2:2]1)[CH2:8]2.CCN(C(C)C)C(C)C.C(Cl)CCl.O. Product: [CH:1]12[CH2:10][CH:5]3[CH2:6][CH:7]([CH2:9][CH:3]([CH2:4]3)[CH2:2]1)[CH2:8]2. The catalyst class is: 16. (2) Reactant: [N:1]1[CH:6]=[CH:5][CH:4]=[C:3]([NH:7][C:8](=[O:15])OCC(Cl)(Cl)Cl)[N:2]=1.[F:16][C:17]1[CH:22]=[C:21]([F:23])[CH:20]=[CH:19][C:18]=1[C:24]1[N:25]=[C:26]([N:29]2[CH2:34][CH2:33][NH:32][CH2:31][CH2:30]2)[S:27][CH:28]=1.C(N(C(C)C)CC)(C)C.O. Product: [F:16][C:17]1[CH:22]=[C:21]([F:23])[CH:20]=[CH:19][C:18]=1[C:24]1[N:25]=[C:26]([N:29]2[CH2:30][CH2:31][N:32]([C:8]([NH:7][C:3]3[N:2]=[N:1][CH:6]=[CH:5][CH:4]=3)=[O:15])[CH2:33][CH2:34]2)[S:27][CH:28]=1. The catalyst class is: 16. (3) Reactant: [F:1][C:2]1([F:30])[CH2:7][CH2:6][N:5]([C:8]([C:10]2[NH:11][C:12]3[C:17]([CH:18]=2)=[CH:16][C:15]([C:19]([N:21]2[CH2:26][CH2:25][CH:24]([N:27]([CH3:29])[CH3:28])[CH2:23][CH2:22]2)=[O:20])=[CH:14][CH:13]=3)=O)[CH2:4][CH2:3]1.[Cl:31][C:32]1[CH:37]=[CH:36][C:35](B(O)O)=[CH:34][CH:33]=1.N1C=CC=CC=1. Product: [Cl:31][C:32]1[CH:37]=[CH:36][C:35]([N:11]2[C:12]3[C:17](=[CH:16][C:15]([C:19]([N:21]4[CH2:26][CH2:25][CH:24]([N:27]([CH3:29])[CH3:28])[CH2:23][CH2:22]4)=[O:20])=[CH:14][CH:13]=3)[CH:18]=[C:10]2[CH2:8][N:5]2[CH2:6][CH2:7][C:2]([F:30])([F:1])[CH2:3][CH2:4]2)=[CH:34][CH:33]=1. The catalyst class is: 221. (4) The catalyst class is: 176. Reactant: [Br-].[CH2:2]([O:4][C:5](=[O:10])[CH2:6][CH2:7][CH2:8][Zn+])[CH3:3].Br[C:12]1[CH:17]=[CH:16][CH:15]=[C:14]([O:18][CH3:19])[CH:13]=1.O.Cl. Product: [CH3:19][O:18][C:14]1[CH:13]=[C:12]([CH2:8][CH2:7][CH2:6][C:5]([O:4][CH2:2][CH3:3])=[O:10])[CH:17]=[CH:16][CH:15]=1. (5) The catalyst class is: 53. Reactant: [CH3:1][C:2]1[N:7]=[CH:6][C:5]([C:8]2[CH:17]=[CH:16][CH:15]=[CH:14][C:9]=2[C:10]([O:12][CH3:13])=[O:11])=[CH:4][CH:3]=1.[Br:18]N1C(=O)CCC1=O.N(C(C)(C)C#N)=NC(C)(C)C#N. Product: [Br:18][CH2:1][C:2]1[N:7]=[CH:6][C:5]([C:8]2[CH:17]=[CH:16][CH:15]=[CH:14][C:9]=2[C:10]([O:12][CH3:13])=[O:11])=[CH:4][CH:3]=1. (6) Reactant: C[O-].C([Sn+](CCCC)CCCC)CCC.BrC1C=[C:19](C=CC=1)[C:20](OC)=[O:21].[C:27]([O:30][C:31](C)=C)(=[O:29])[CH3:28].[C:49]1([CH3:54])[CH:50]=[CH:51][CH:52]=[CH:53][C:48]=1P([C:48]1[CH:53]=[CH:52][CH:51]=[CH:50][C:49]=1[CH3:54])[C:48]1[CH:53]=[CH:52][CH:51]=[CH:50][C:49]=1[CH3:54].[F-].[K+]. Product: [O:21]=[C:20]([CH3:19])[CH2:54][C:49]1[CH:48]=[C:53]([CH2:28][C:27]([O:30][CH3:31])=[O:29])[CH:52]=[CH:51][CH:50]=1. The catalyst class is: 164. (7) Reactant: [O:1]=[C:2]1[CH:8]2[CH2:9][CH:5]([CH2:6][CH:7]2[C:10]2[NH:18][C:17]3[C:16](=[O:19])[N:15]([CH2:20][CH2:21][CH3:22])[C:14](=[O:23])[N:13]([CH2:24][CH2:25][CH3:26])[C:12]=3[N:11]=2)[CH2:4][CH2:3]1.[CH3:27][Mg+].[Br-]. Product: [OH:1][C:2]1([CH3:27])[CH:8]2[CH2:9][CH:5]([CH2:6][CH:7]2[C:10]2[NH:18][C:17]3[C:16](=[O:19])[N:15]([CH2:20][CH2:21][CH3:22])[C:14](=[O:23])[N:13]([CH2:24][CH2:25][CH3:26])[C:12]=3[N:11]=2)[CH2:4][CH2:3]1. The catalyst class is: 1.